Dataset: Reaction yield outcomes from USPTO patents with 853,638 reactions. Task: Predict the reaction yield, written as a fraction of the theoretical maximum amount of product (1.0 means a 100% yield; for example, 0.34 means a 34% yield). (1) The reactants are [Cl:1][C:2]1[N:7]=[C:6]([NH:8][C:9]2[CH:10]=[C:11]3[C:15](=[CH:16][C:17]=2[CH3:18])[NH:14][N:13]=[CH:12]3)[CH:5]=[CH:4][N:3]=1.[CH3:19][C:20]([O:23][C:24](O[C:24]([O:23][C:20]([CH3:22])([CH3:21])[CH3:19])=[O:25])=[O:25])([CH3:22])[CH3:21]. The catalyst is C(Cl)Cl.CN(C1C=CN=CC=1)C. The product is [C:20]([O:23][C:24]([N:8]([C:6]1[CH:5]=[CH:4][N:3]=[C:2]([Cl:1])[N:7]=1)[C:9]1[CH:10]=[C:11]2[C:15](=[CH:16][C:17]=1[CH3:18])[N:14]([C:24]([O:23][C:20]([CH3:22])([CH3:21])[CH3:19])=[O:25])[N:13]=[CH:12]2)=[O:25])([CH3:22])([CH3:21])[CH3:19]. The yield is 0.211. (2) The reactants are [F:1][C:2]1[CH:7]=[C:6]([F:8])[CH:5]=[CH:4][C:3]=1[CH:9](O)[CH2:10][N:11]1[CH2:14][CH:13]([CH2:15][S:16]([C:19]2[CH:24]=[CH:23][C:22]([F:25])=[CH:21][CH:20]=2)(=[O:18])=[O:17])[CH2:12]1.C(N(S(F)(F)[F:33])CC)C. The catalyst is ClCCl. The product is [F:1][C:2]1[CH:7]=[C:6]([F:8])[CH:5]=[CH:4][C:3]=1[CH:9]([F:33])[CH2:10][N:11]1[CH2:14][CH:13]([CH2:15][S:16]([C:19]2[CH:24]=[CH:23][C:22]([F:25])=[CH:21][CH:20]=2)(=[O:18])=[O:17])[CH2:12]1. The yield is 0.500.